From a dataset of Forward reaction prediction with 1.9M reactions from USPTO patents (1976-2016). Predict the product of the given reaction. (1) Given the reactants Br[CH2:2][C:3]1[CH:8]=[CH:7][C:6]([CH2:9]Br)=[CH:5][CH:4]=1.[SH:11][CH2:12][CH2:13][OH:14], predict the reaction product. The product is: [OH:14][CH2:13][CH2:12][S:11][CH2:2][C:3]1[CH:8]=[CH:7][C:6]([CH2:9][S:11][CH2:12][CH2:13][OH:14])=[CH:5][CH:4]=1. (2) Given the reactants [CH3:1][NH:2][CH2:3][CH2:4][CH2:5][NH:6][CH3:7].Br[C:9]1[S:10][CH:11]=[CH:12][N:13]=1.O, predict the reaction product. The product is: [CH3:1][N:2]([C:9]1[S:10][CH:11]=[CH:12][N:13]=1)[CH2:3][CH2:4][CH2:5][NH:6][CH3:7]. (3) Given the reactants [CH3:1][C:2]1[N:6]=[C:5]([C:7]2[C:15]3[CH2:14][CH2:13][O:12][CH2:11][C:10]=3[S:9][C:8]=2[NH2:16])[O:4][N:3]=1.[C:17]12[C:26](=[O:27])[O:25][C:23](=[O:24])[C:18]=1[CH2:19][CH2:20][CH2:21][CH2:22]2.CCOCC, predict the reaction product. The product is: [CH3:1][C:2]1[N:6]=[C:5]([C:7]2[C:15]3[CH2:14][CH2:13][O:12][CH2:11][C:10]=3[S:9][C:8]=2[NH:16][C:26]([C:17]2[CH2:22][CH2:21][CH2:20][CH2:19][C:18]=2[C:23]([OH:25])=[O:24])=[O:27])[O:4][N:3]=1. (4) Given the reactants Cl.[F:2][C:3]1[CH:4]=[CH:5][C:6]2[C:10]([CH:11]3[CH2:16][CH2:15][NH:14][CH2:13][CH2:12]3)=[CH:9][S:8][C:7]=2[CH:17]=1.Cl[C:19]1[N:20]([CH3:32])[C:21](=[O:31])[CH:22]=[C:23]([C:25]2[CH:30]=[CH:29][N:28]=[CH:27][N:26]=2)[N:24]=1.C(N(CC)CC)C, predict the reaction product. The product is: [F:2][C:3]1[CH:4]=[CH:5][C:6]2[C:10]([CH:11]3[CH2:12][CH2:13][N:14]([C:19]4[N:20]([CH3:32])[C:21](=[O:31])[CH:22]=[C:23]([C:25]5[CH:30]=[CH:29][N:28]=[CH:27][N:26]=5)[N:24]=4)[CH2:15][CH2:16]3)=[CH:9][S:8][C:7]=2[CH:17]=1. (5) Given the reactants Cl.[CH:2]1([CH2:5][O:6][C:7]2[CH:12]=[C:11]([F:13])[C:10]([CH3:14])=[CH:9][C:8]=2[C:15]2[C:16]3[NH:23][C:22]([CH3:24])=[C:21]([C:25]([NH:27][CH:28]4[CH2:33][CH2:32][NH:31][CH2:30][CH2:29]4)=[O:26])[C:17]=3[N:18]=[CH:19][N:20]=2)[CH2:4][CH2:3]1.[C:34](Cl)(=[O:37])[CH2:35][CH3:36], predict the reaction product. The product is: [CH:2]1([CH2:5][O:6][C:7]2[CH:12]=[C:11]([F:13])[C:10]([CH3:14])=[CH:9][C:8]=2[C:15]2[C:16]3[NH:23][C:22]([CH3:24])=[C:21]([C:25]([NH:27][CH:28]4[CH2:29][CH2:30][N:31]([C:34](=[O:37])[CH2:35][CH3:36])[CH2:32][CH2:33]4)=[O:26])[C:17]=3[N:18]=[CH:19][N:20]=2)[CH2:4][CH2:3]1. (6) Given the reactants [CH3:1][O:2][C:3]1[CH:4]=[C:5]2[C:9](=[CH:10][C:11]=1[O:12][CH3:13])[C:8](=[O:14])[C:7](=[CH:15][C:16]1[CH:21]=[CH:20][N:19]=[CH:18][CH:17]=1)[CH2:6]2.CO.C(Cl)Cl, predict the reaction product. The product is: [CH3:1][O:2][C:3]1[CH:4]=[C:5]2[C:9](=[CH:10][C:11]=1[O:12][CH3:13])[C:8](=[O:14])[CH:7]([CH2:15][C:16]1[CH:21]=[CH:20][N:19]=[CH:18][CH:17]=1)[CH2:6]2. (7) Given the reactants [NH:1]1[C:9]2[C:4](=[CH:5][C:6]([C:10]3[NH:11][C:12]4[N:13]([N:17]=[CH:18][C:19]=4[C:20]4[O:24][N:23]=[C:22]([CH3:25])[N:21]=4)[C:14](=[O:16])[CH:15]=3)=[CH:7][CH:8]=2)[CH:3]=[N:2]1.C([O-])([O-])=O.[Cs+].[Cs+].I[CH:33]1[CH2:36][O:35][CH2:34]1, predict the reaction product. The product is: [CH3:25][C:22]1[N:21]=[C:20]([C:19]2[CH:18]=[N:17][N:13]3[C:14](=[O:16])[CH:15]=[C:10]([C:6]4[CH:5]=[C:4]5[C:9](=[CH:8][CH:7]=4)[N:1]([CH:33]4[CH2:36][O:35][CH2:34]4)[N:2]=[CH:3]5)[NH:11][C:12]=23)[O:24][N:23]=1. (8) The product is: [CH3:17][O:18][C:19]1[CH:27]=[CH:26][C:22]([C:23]([NH:2][CH:3]2[CH2:9][CH2:8][CH2:7][CH2:6][NH:5][C:4]2=[O:10])=[O:24])=[CH:21][CH:20]=1. Given the reactants Cl.[NH2:2][CH:3]1[CH2:9][CH2:8][CH2:7][CH2:6][NH:5][C:4]1=[O:10].C([O-])([O-])=O.[K+].[K+].[CH3:17][O:18][C:19]1[CH:27]=[CH:26][C:22]([C:23](Cl)=[O:24])=[CH:21][CH:20]=1, predict the reaction product. (9) The product is: [I:1][C:3]1[CH:8]=[C:7]([C:9]2[S:10][CH:11]=[CH:12][CH:13]=2)[N:6]=[CH:5][N:4]=1. Given the reactants [IH:1].Cl[C:3]1[CH:8]=[C:7]([C:9]2[S:10][CH:11]=[CH:12][CH:13]=2)[N:6]=[CH:5][N:4]=1.[OH-].[Na+], predict the reaction product. (10) Given the reactants Cl.[NH2:2][C@H:3]1[CH2:7][C@@H:6]([N:8]2[CH:16]=[N:15][C:14]3[C:9]2=[N:10][C:11]([Cl:32])=[N:12][C:13]=3[NH:17][CH2:18][CH:19]([C:26]2[CH:31]=[CH:30][CH:29]=[CH:28][CH:27]=2)[C:20]2[CH:25]=[CH:24][CH:23]=[CH:22][CH:21]=2)[C@H:5]([OH:33])[C@@H:4]1[OH:34].ClC1N=C2C(N=CN2)=C(NCC(C2C=CC=CC=2)C2C=CC=CC=2)N=1.C(N(C(C)C)CC)(C)C.[C:69]1([CH2:75][CH2:76][C:77](Cl)=[O:78])[CH:74]=[CH:73][CH:72]=[CH:71][CH:70]=1, predict the reaction product. The product is: [Cl:32][C:11]1[N:10]=[C:9]2[C:14]([N:15]=[CH:16][N:8]2[C@@H:6]2[CH2:7][C@H:3]([NH:2][C:77](=[O:78])[CH2:76][CH2:75][C:69]3[CH:74]=[CH:73][CH:72]=[CH:71][CH:70]=3)[C@@H:4]([OH:34])[C@H:5]2[OH:33])=[C:13]([NH:17][CH2:18][CH:19]([C:26]2[CH:27]=[CH:28][CH:29]=[CH:30][CH:31]=2)[C:20]2[CH:25]=[CH:24][CH:23]=[CH:22][CH:21]=2)[N:12]=1.